From a dataset of Full USPTO retrosynthesis dataset with 1.9M reactions from patents (1976-2016). Predict the reactants needed to synthesize the given product. Given the product [C:1]([O:5][C:6]([N:7]1[C:8]2[CH:13]=[CH:12][N:11]=[CH:10][C:9]=2[C:16]([CH3:17])=[CH:15]1)=[O:18])([CH3:4])([CH3:3])[CH3:2].[C:1]([O:5][C:6]([N:7]1[C:8]2[CH:13]=[CH:12][N:11]=[CH:10][C:9]=2[C:16](=[CH2:17])[CH2:15]1)=[O:18])([CH3:4])([CH3:3])[CH3:2], predict the reactants needed to synthesize it. The reactants are: [C:1]([O:5][C:6](=[O:18])[N:7]([CH2:15][CH:16]=[CH2:17])[C:8]1[CH:13]=[CH:12][N:11]=[CH:10][C:9]=1Cl)([CH3:4])([CH3:3])[CH3:2].C(=O)([O-])[O-].[K+].[K+].